From a dataset of Catalyst prediction with 721,799 reactions and 888 catalyst types from USPTO. Predict which catalyst facilitates the given reaction. Reactant: C([NH:4][CH:5]([C:11](=[O:19])[CH2:12][CH2:13][C:14]([O:16]CC)=[O:15])C(OCC)=O)(=O)C.[ClH:20]. Product: [ClH:20].[NH2:4][CH2:5][C:11](=[O:19])[CH2:12][CH2:13][C:14]([OH:16])=[O:15]. The catalyst class is: 13.